Dataset: Full USPTO retrosynthesis dataset with 1.9M reactions from patents (1976-2016). Task: Predict the reactants needed to synthesize the given product. (1) Given the product [Br:1][C:2]1[C:3]([CH3:14])=[N:4][N:5]([CH2:18][CH:17]([CH2:20][CH3:21])[CH2:15][CH3:16])[C:6]=1[C:7]1[CH:12]=[CH:11][C:10]([F:13])=[CH:9][CH:8]=1, predict the reactants needed to synthesize it. The reactants are: [Br:1][C:2]1[C:3]([CH3:14])=[N:4][NH:5][C:6]=1[C:7]1[CH:12]=[CH:11][C:10]([F:13])=[CH:9][CH:8]=1.[CH2:15]([CH:17]([CH2:20][CH3:21])[CH2:18]O)[CH3:16].C1(P(C2C=CC=CC=2)C2C=CC=CC=2)C=CC=CC=1.N(C(OC(C)C)=O)=NC(OC(C)C)=O. (2) Given the product [C:1]([O:5][C:6]([N:8]1[CH2:13][CH2:12][N:11]([S:21]([C:18]2[CH:19]=[CH:20][C:15]([Br:14])=[C:16]([C:25]([F:28])([F:26])[F:27])[CH:17]=2)(=[O:23])=[O:22])[CH2:10][CH2:9]1)=[O:7])([CH3:4])([CH3:2])[CH3:3], predict the reactants needed to synthesize it. The reactants are: [C:1]([O:5][C:6]([N:8]1[CH2:13][CH2:12][NH:11][CH2:10][CH2:9]1)=[O:7])([CH3:4])([CH3:3])[CH3:2].[Br:14][C:15]1[CH:20]=[CH:19][C:18]([S:21](Cl)(=[O:23])=[O:22])=[CH:17][C:16]=1[C:25]([F:28])([F:27])[F:26]. (3) The reactants are: [Cl:1][C:2]1[CH:3]=[CH:4][C:5]([C@@:8]([NH:30][C:31]([NH:33][CH2:34][C:35]([F:39])([F:38])[CH2:36][OH:37])=[O:32])([C:16]2[CH:21]=[C:20]([O:22][C:23]([F:28])([F:27])[CH:24]([F:26])[F:25])[CH:19]=[C:18]([F:29])[CH:17]=2)[CH2:9][C:10]2[CH:15]=[CH:14][CH:13]=[CH:12][CH:11]=2)=[N:6][CH:7]=1.[H-].[Na+].Br[CH2:43][C:44]([O:46][C:47]([CH3:50])([CH3:49])[CH3:48])=[O:45]. Given the product [Cl:1][C:2]1[CH:3]=[CH:4][C:5]([C@@:8]([NH:30][C:31](=[O:32])[NH:33][CH2:34][C:35]([F:38])([F:39])[CH2:36][O:37][CH2:43][C:44]([O:46][C:47]([CH3:50])([CH3:49])[CH3:48])=[O:45])([C:16]2[CH:21]=[C:20]([O:22][C:23]([F:27])([F:28])[CH:24]([F:26])[F:25])[CH:19]=[C:18]([F:29])[CH:17]=2)[CH2:9][C:10]2[CH:11]=[CH:12][CH:13]=[CH:14][CH:15]=2)=[N:6][CH:7]=1, predict the reactants needed to synthesize it. (4) Given the product [NH2:35][C:8]1[CH:9]=[C:10]([CH:11]=[C:6]([C:3]([C:1]#[N:2])([CH3:5])[CH3:4])[CH:7]=1)[C:12]([NH:14][C:15]1[CH:20]=[CH:19][C:18]([CH3:21])=[C:17]([NH:22][C:23]([C:25]2[CH:26]=[C:27]3[C:32](=[CH:33][CH:34]=2)[N:31]=[CH:30][CH:29]=[N:28]3)=[O:24])[CH:16]=1)=[O:13], predict the reactants needed to synthesize it. The reactants are: [C:1]([C:3]([C:6]1[CH:7]=[C:8]([NH:35]C(=O)OC(C)(C)C)[CH:9]=[C:10]([C:12]([NH:14][C:15]2[CH:20]=[CH:19][C:18]([CH3:21])=[C:17]([NH:22][C:23]([C:25]3[CH:26]=[C:27]4[C:32](=[CH:33][CH:34]=3)[N:31]=[CH:30][CH:29]=[N:28]4)=[O:24])[CH:16]=2)=[O:13])[CH:11]=1)([CH3:5])[CH3:4])#[N:2]. (5) Given the product [CH2:1]([O:19][CH2:20][CH2:21][N:22]([CH2:30][CH2:31][O:32][CH2:33][CH2:34][CH2:35][CH2:36][CH2:37][CH2:38][CH2:39][CH2:40]/[CH:41]=[CH:42]\[CH2:43][CH2:44][CH2:45][CH2:46][CH2:47][CH2:48][CH2:49][CH3:50])[CH2:23][CH2:24][C:25]([OH:27])=[O:26])[CH2:2][CH2:3][CH2:4][CH2:5][CH2:6][CH2:7][CH2:8]/[CH:9]=[CH:10]\[CH2:11][CH2:12][CH2:13][CH2:14][CH2:15][CH2:16][CH2:17][CH3:18], predict the reactants needed to synthesize it. The reactants are: [CH2:1]([O:19][CH2:20][CH2:21][N:22]([CH2:30][CH2:31][O:32][CH2:33][CH2:34][CH2:35][CH2:36][CH2:37][CH2:38][CH2:39][CH2:40]/[CH:41]=[CH:42]\[CH2:43][CH2:44][CH2:45][CH2:46][CH2:47][CH2:48][CH2:49][CH3:50])[CH2:23][CH2:24][C:25]([O:27]CC)=[O:26])[CH2:2][CH2:3][CH2:4][CH2:5][CH2:6][CH2:7][CH2:8]/[CH:9]=[CH:10]\[CH2:11][CH2:12][CH2:13][CH2:14][CH2:15][CH2:16][CH2:17][CH3:18].[OH-].[Na+].Cl. (6) Given the product [Cl:12][C:13]1[CH:14]=[N+:15]([O-:6])[CH:16]=[C:17]([Cl:27])[C:18]=1[CH2:19][O:20][CH:21]1[CH2:26][CH2:25][CH2:24][CH2:23][O:22]1, predict the reactants needed to synthesize it. The reactants are: ClC1C=C(C=CC=1)C(OO)=[O:6].[Cl:12][C:13]1[CH:14]=[N:15][CH:16]=[C:17]([Cl:27])[C:18]=1[CH2:19][O:20][CH:21]1[CH2:26][CH2:25][CH2:24][CH2:23][O:22]1. (7) The reactants are: [Br:1][C:2]1[CH:3]=[CH:4][C:5]([C:8](=O)[CH2:9][CH2:10][C:11](=O)[CH:12]([C:20]2[CH:25]=[CH:24][C:23]([S:26]([CH3:29])(=[O:28])=[O:27])=[CH:22][CH:21]=2)[CH2:13][CH:14]2[CH2:19][CH2:18][O:17][CH2:16][CH2:15]2)=[N:6][CH:7]=1.C([O-])(=O)C.[NH4+:36]. Given the product [Br:1][C:2]1[CH:3]=[CH:4][C:5]([C:8]2[NH:36][C:11]([CH:12]([C:20]3[CH:25]=[CH:24][C:23]([S:26]([CH3:29])(=[O:28])=[O:27])=[CH:22][CH:21]=3)[CH2:13][CH:14]3[CH2:19][CH2:18][O:17][CH2:16][CH2:15]3)=[CH:10][CH:9]=2)=[N:6][CH:7]=1, predict the reactants needed to synthesize it. (8) Given the product [F:23][C:20]([F:21])([F:22])[O:19][C:15]1[CH:14]=[C:13]([CH:18]=[CH:17][CH:16]=1)[O:12][CH2:11][C:8]1[N:9]=[CH:10][C:5]([C:3]([OH:4])=[O:2])=[N:6][CH:7]=1, predict the reactants needed to synthesize it. The reactants are: C[O:2][C:3]([C:5]1[CH:10]=[N:9][C:8]([CH2:11][O:12][C:13]2[CH:18]=[CH:17][CH:16]=[C:15]([O:19][C:20]([F:23])([F:22])[F:21])[CH:14]=2)=[CH:7][N:6]=1)=[O:4].[Li+].[OH-]. (9) Given the product [CH2:1]([O:8][CH2:9][CH2:10][O:11][C:12]1[CH:13]=[C:14]([C@H:15]([OH:16])[CH2:23][N+:20]([O-:22])=[O:21])[CH:17]=[CH:18][CH:19]=1)[C:2]1[CH:3]=[CH:4][CH:5]=[CH:6][CH:7]=1, predict the reactants needed to synthesize it. The reactants are: [CH2:1]([O:8][CH2:9][CH2:10][O:11][C:12]1[CH:13]=[C:14]([CH:17]=[CH:18][CH:19]=1)[CH:15]=[O:16])[C:2]1[CH:7]=[CH:6][CH:5]=[CH:4][CH:3]=1.[N+:20]([CH3:23])([O-:22])=[O:21].C(N(C(C)C)CC)(C)C.FC(F)(F)C(O)=O.Cl. (10) Given the product [F:1][C:2]1[CH:3]=[C:4]([C@H:8]2[CH2:12][CH2:11][CH2:10][N:9]2[C:13]2[CH:18]=[CH:17][N:16]3[N:19]=[CH:20][C:21]([NH:22][C:30]([C:27]4[CH:26]=[N:25][C:24]([CH3:23])=[CH:29][N:28]=4)=[O:31])=[C:15]3[N:14]=2)[CH:5]=[CH:6][CH:7]=1, predict the reactants needed to synthesize it. The reactants are: [F:1][C:2]1[CH:3]=[C:4]([C@H:8]2[CH2:12][CH2:11][CH2:10][N:9]2[C:13]2[CH:18]=[CH:17][N:16]3[N:19]=[CH:20][C:21]([NH2:22])=[C:15]3[N:14]=2)[CH:5]=[CH:6][CH:7]=1.[CH3:23][C:24]1[N:25]=[CH:26][C:27]([C:30](O)=[O:31])=[N:28][CH:29]=1.CN(C(ON1N=NC2C=CC=NC1=2)=[N+](C)C)C.F[P-](F)(F)(F)(F)F.CCN(C(C)C)C(C)C.